Dataset: Full USPTO retrosynthesis dataset with 1.9M reactions from patents (1976-2016). Task: Predict the reactants needed to synthesize the given product. (1) Given the product [CH:1]1([C:4]2[CH:5]=[C:6]([NH:15][C:26]([NH:25][C:22]3[CH:23]=[CH:24][C:19]([O:18][CH2:16][CH3:17])=[CH:20][CH:21]=3)=[O:27])[N:7]([C:9]3[CH:10]=[CH:11][CH:12]=[CH:13][CH:14]=3)[N:8]=2)[CH2:3][CH2:2]1, predict the reactants needed to synthesize it. The reactants are: [CH:1]1([C:4]2[CH:5]=[C:6]([NH2:15])[N:7]([C:9]3[CH:14]=[CH:13][CH:12]=[CH:11][CH:10]=3)[N:8]=2)[CH2:3][CH2:2]1.[CH2:16]([O:18][C:19]1[CH:24]=[CH:23][C:22]([N:25]=[C:26]=[O:27])=[CH:21][CH:20]=1)[CH3:17]. (2) Given the product [CH2:32]([O:31][P:30]([CH2:29][C:28]1[CH:38]=[CH:39][C:25]([NH:24][C:16]2[N:15]=[C:14]([NH:42][C:43]3[CH:52]=[CH:51][C:50]([C@@H:53]4[CH2:54][CH2:55][C@H:56]([C:59]([O:61][CH2:62][CH3:63])=[O:60])[CH2:57][CH2:58]4)=[C:49]4[C:44]=3[C:45](=[O:65])[C:46]([CH3:64])=[CH:47][NH:48]4)[C:19]([C:20]([F:23])([F:22])[F:21])=[CH:18][N:17]=2)=[C:26]([O:40][CH3:41])[CH:27]=1)([O:34][CH2:35][CH3:36])=[O:37])[CH3:33], predict the reactants needed to synthesize it. The reactants are: NC1C=CC(F)=CC=1C(NC)=O.Cl[C:14]1[C:19]([C:20]([F:23])([F:22])[F:21])=[CH:18][N:17]=[C:16]([NH:24][C:25]2[CH:39]=[CH:38][C:28]([CH2:29][P:30](=[O:37])([O:34][CH2:35][CH3:36])[O:31][CH2:32][CH3:33])=[CH:27][C:26]=2[O:40][CH3:41])[N:15]=1.[NH2:42][C:43]1[CH:52]=[CH:51][C:50]([C@@H:53]2[CH2:58][CH2:57][C@H:56]([C:59]([O:61][CH2:62][CH3:63])=[O:60])[CH2:55][CH2:54]2)=[C:49]2[C:44]=1[C:45](=[O:65])[C:46]([CH3:64])=[CH:47][NH:48]2. (3) Given the product [C:1]([NH:5][C:22]([N:15]1[C:14]2[CH:13]=[CH:12][CH:11]=[CH:10][C:18]=2[NH:17][C:16]1=[O:19])=[O:23])([CH3:4])([CH3:3])[CH3:2], predict the reactants needed to synthesize it. The reactants are: [C:1]([NH2:5])([CH3:4])([CH3:3])[CH3:2].ClC(O[C:10]1[C:18]2[NH:17][C:16]([OH:19])=[N:15][C:14]=2[CH:13]=[CH:12][CH:11]=1)=O.C1C[O:23][CH2:22]C1. (4) The reactants are: [N:1]1[N:8]2[C:4]([O:5][C:6]3[CH2:12][O:11][CH2:10][CH2:9][C:7]=32)=[CH:3][C:2]=1[CH2:13][OH:14]. Given the product [N:1]1[N:8]2[C:4]([O:5][C:6]3[CH2:12][O:11][CH2:10][CH2:9][C:7]=32)=[CH:3][C:2]=1[CH:13]=[O:14], predict the reactants needed to synthesize it. (5) Given the product [Br:3][C:4]1[CH:16]=[CH:15][C:7]([CH2:8][N:9]2[CH2:14][CH2:13][CH2:12][CH2:11][CH2:10]2)=[C:6]([O:23][CH2:24][CH3:25])[CH:5]=1, predict the reactants needed to synthesize it. The reactants are: [H-].[Na+].[Br:3][C:4]1[CH:16]=[CH:15][C:7]([CH2:8][N:9]2[CH2:14][CH2:13][CH2:12][CH2:11][CH2:10]2)=[C:6](F)[CH:5]=1.C(NC([O:23][CH2:24][CH3:25])=O)C. (6) Given the product [CH2:32]([C:12]1[CH:13]=[C:14]([O:25][CH3:26])[C:15]2[O:16][C:17]3[CH:23]=[CH:22][C:21]([NH:24][C:27](=[O:29])[CH3:28])=[CH:20][C:18]=3[C:19]=2[C:11]=1[C:9]([NH2:8])=[O:10])[C:33]1[CH:38]=[CH:37][CH:36]=[CH:35][CH:34]=1, predict the reactants needed to synthesize it. The reactants are: C([NH:8][C:9]([C:11]1[C:19]2[C:18]3[CH:20]=[C:21]([NH2:24])[CH:22]=[CH:23][C:17]=3[O:16][C:15]=2[C:14]([O:25][CH3:26])=[CH:13][CH:12]=1)=[O:10])C1C=CC=CC=1.[C:27](Cl)(=[O:29])[CH3:28].N1[CH:36]=[CH:35][CH:34]=[CH:33][CH:32]=1.[CH2:37]1COC[CH2:38]1. (7) Given the product [Cl:18][C:19]1[CH:36]=[CH:35][C:22]2[NH:23][C:24]([C@@H:26]([NH:34][C:5](=[O:7])[C:4]3[CH:8]=[CH:9][C:10]([N:11]4[CH2:16][CH2:15][O:14][CH2:13][C:12]4=[O:17])=[C:2]([CH3:1])[CH:3]=3)[CH2:27][CH2:28][C:29]3[NH:33][N:32]=[N:31][N:30]=3)=[N:25][C:21]=2[CH:20]=1, predict the reactants needed to synthesize it. The reactants are: [CH3:1][C:2]1[CH:3]=[C:4]([CH:8]=[CH:9][C:10]=1[N:11]1[CH2:16][CH2:15][O:14][CH2:13][C:12]1=[O:17])[C:5]([OH:7])=O.[Cl:18][C:19]1[CH:36]=[CH:35][C:22]2[NH:23][C:24]([C@@H:26]([NH2:34])[CH2:27][CH2:28][C:29]3[NH:33][N:32]=[N:31][N:30]=3)=[N:25][C:21]=2[CH:20]=1.CN(C(ON1N=NC2C=CC=CC1=2)=[N+](C)C)C.[B-](F)(F)(F)F.CCN(C(C)C)C(C)C. (8) Given the product [OH:19][C@@H:18]([C:20]1[CH:25]=[CH:24][CH:23]=[CH:22][C:21]=1[CH3:26])[CH2:17][CH2:16][C:3]1[C:4]([CH2:13][O:14][CH3:15])=[CH:5][C:6]2[N:7]([CH3:12])[C:8]([CH3:11])=[N:9][C:10]=2[C:2]=1[OH:1], predict the reactants needed to synthesize it. The reactants are: [OH:1][C:2]1[C:10]2[N:9]=[C:8]([CH3:11])[N:7]([CH3:12])[C:6]=2[CH:5]=[C:4]([CH2:13][O:14][CH3:15])[C:3]=1[CH2:16][CH2:17][C:18]([C:20]1[CH:25]=[CH:24][CH:23]=[CH:22][C:21]=1[CH3:26])=[O:19].CC([O-])(C)C.[K+].[H][H].[Cl-].[NH4+]. (9) Given the product [CH3:23][C:7]1[N:6]=[C:5]([N:10]2[CH2:11][CH2:12][C:13](=[CH:16][C:17]#[C:18][Si:19]([CH3:20])([CH3:22])[CH3:21])[CH2:14][CH2:15]2)[C:4]([N+:1]([O-:3])=[O:2])=[CH:9][CH:8]=1, predict the reactants needed to synthesize it. The reactants are: [N+:1]([C:4]1[C:5]([N:10]2[CH2:15][CH2:14][C:13](=[CH:16][C:17]#[C:18][Si:19]([CH3:22])([CH3:21])[CH3:20])[CH2:12][CH2:11]2)=[N:6][CH:7]=[CH:8][CH:9]=1)([O-:3])=[O:2].[CH3:23]C1N=C(N2CCC(=O)CC2)C([N+]([O-])=O)=CC=1. (10) Given the product [CH3:1][N:2]1[C:6]([C:7]2[CH:17]=[CH:16][C:10]3[CH2:11][CH2:12][N:13]([CH:22]([CH3:23])[CH2:21][CH2:20][OH:19])[CH2:14][CH2:15][C:9]=3[CH:8]=2)=[CH:5][C:4]([CH3:18])=[N:3]1, predict the reactants needed to synthesize it. The reactants are: [CH3:1][N:2]1[C:6]([C:7]2[CH:17]=[CH:16][C:10]3[CH2:11][CH2:12][NH:13][CH2:14][CH2:15][C:9]=3[CH:8]=2)=[CH:5][C:4]([CH3:18])=[N:3]1.[OH:19][CH2:20][CH2:21][C:22](=O)[CH3:23].C(O[BH-](OC(=O)C)OC(=O)C)(=O)C.[Na+].[OH-].[Na+].